This data is from Buchwald-Hartwig C-N cross coupling reaction yields with 55,370 reactions. The task is: Predict the reaction yield, written as a fraction of the theoretical maximum amount of product (1.0 means a 100% yield; for example, 0.34 means a 34% yield). The reactants are COc1ccc(I)cc1.Cc1ccc(N)cc1.O=S(=O)(O[Pd]1c2ccccc2-c2ccccc2N~1)C(F)(F)F.COc1ccc(OC)c(P([C@]23C[C@H]4C[C@H](C[C@H](C4)C2)C3)[C@]23C[C@H]4C[C@H](C[C@H](C4)C2)C3)c1-c1c(C(C)C)cc(C(C)C)cc1C(C)C.CCN=P(N=P(N(C)C)(N(C)C)N(C)C)(N(C)C)N(C)C.Cc1cc(-c2ccccc2)on1. No catalyst specified. The product is COc1ccc(Nc2ccc(C)cc2)cc1. The yield is 0.502.